Dataset: Forward reaction prediction with 1.9M reactions from USPTO patents (1976-2016). Task: Predict the product of the given reaction. Given the reactants [CH:1]([N:4]1[C:8]2[CH:9]=[CH:10][CH:11]=[CH:12][C:7]=2[N:6]([CH2:13][C:14]2[N:18]([CH2:19][CH2:20][CH:21]([CH3:23])[CH3:22])[C:17]3[CH:24]=[CH:25][CH:26]=[C:27]([CH2:28][C:29]#[N:30])[C:16]=3[N:15]=2)[C:5]1=[O:31])([CH3:3])[CH3:2], predict the reaction product. The product is: [NH2:30][CH2:29][CH2:28][C:27]1[C:16]2[N:15]=[C:14]([CH2:13][N:6]3[C:7]4[CH:12]=[CH:11][CH:10]=[CH:9][C:8]=4[N:4]([CH:1]([CH3:2])[CH3:3])[C:5]3=[O:31])[N:18]([CH2:19][CH2:20][CH:21]([CH3:23])[CH3:22])[C:17]=2[CH:24]=[CH:25][CH:26]=1.